This data is from Reaction yield outcomes from USPTO patents with 853,638 reactions. The task is: Predict the reaction yield, written as a fraction of the theoretical maximum amount of product (1.0 means a 100% yield; for example, 0.34 means a 34% yield). (1) The product is [CH2:13]([NH:12][C:4]1[N:5]=[C:6]([NH:8][CH2:9][CH2:10][CH3:11])[N:7]=[C:2]([N:20]([CH3:21])[O:19][CH2:17][CH3:18])[N:3]=1)[CH2:14][CH3:15]. The yield is 0.930. The reactants are Cl[C:2]1[N:7]=[C:6]([NH:8][CH2:9][CH2:10][CH3:11])[N:5]=[C:4]([NH:12][CH2:13][CH2:14][CH3:15])[N:3]=1.Cl.[CH2:17]([O:19][NH:20][CH3:21])[CH3:18]. No catalyst specified. (2) The reactants are [C:1]([C:4]1[C:9]([O:10][CH2:11][CH2:12][NH:13][C:14](=[O:20])[O:15][C:16]([CH3:19])([CH3:18])[CH3:17])=[C:8]([CH:21]=C)[C:7]([CH3:23])=[C:6]([Cl:24])[CH:5]=1)(=[O:3])[CH3:2].I([O-])(=O)(=O)=[O:26].[Na+].C(OCC)(=O)C. The catalyst is O1CCCC1.O.[Os](=O)(=O)(=O)=O. The product is [C:1]([C:4]1[C:9]([O:10][CH2:11][CH2:12][NH:13][C:14](=[O:20])[O:15][C:16]([CH3:19])([CH3:18])[CH3:17])=[C:8]([CH:21]=[O:26])[C:7]([CH3:23])=[C:6]([Cl:24])[CH:5]=1)(=[O:3])[CH3:2]. The yield is 0.730. (3) The reactants are [Br:1][C:2]1[CH:9]=[C:8]([Cl:10])[CH:7]=[CH:6][C:3]=1[CH:4]=O.[CH3:11][O:12][C:13]([CH:15]=P(C1C=CC=CC=1)(C1C=CC=CC=1)C1C=CC=CC=1)=[O:14]. The catalyst is C1(C)C=CC=CC=1. The product is [CH3:11][O:12][C:13](=[O:14])/[CH:15]=[CH:4]/[C:3]1[CH:6]=[CH:7][C:8]([Cl:10])=[CH:9][C:2]=1[Br:1]. The yield is 0.610. (4) The reactants are [F:1][C:2]([F:7])([F:6])[C:3]([OH:5])=[O:4].FC(F)(F)C(O)=O.[Cl:15][C:16]1[CH:17]=[N:18][C:19]2[NH:20][C:21]3[CH:22]=[CH:23][CH:24]=[C:25]([CH:47]=3)[CH2:26][CH2:27][C:28]3[CH:36]=[C:32]([NH:33][C:34]=1[N:35]=2)[CH:31]=[CH:30][C:29]=3[NH:37][C:38](=[O:46])[CH2:39][CH:40]1[CH2:45][CH2:44][NH:43][CH2:42][CH2:41]1.[N:48]([CH2:51][CH3:52])=[C:49]=[O:50]. No catalyst specified. The product is [F:1][C:2]([F:7])([F:6])[C:3]([OH:5])=[O:4].[Cl:15][C:16]1[CH:17]=[N:18][C:19]2[NH:20][C:21]3[CH:22]=[CH:23][CH:24]=[C:25]([CH:47]=3)[CH2:26][CH2:27][C:28]3[CH:36]=[C:32]([NH:33][C:34]=1[N:35]=2)[CH:31]=[CH:30][C:29]=3[NH:37][C:38](=[O:46])[CH2:39][CH:40]1[CH2:45][CH2:44][N:43]([C:49]([NH:48][CH2:51][CH3:52])=[O:50])[CH2:42][CH2:41]1. The yield is 0.770. (5) The reactants are [CH2:1]([C:5]1([C:8]2[CH:35]=[CH:34][C:11]([CH2:12][N:13](CC3C=CC(OC)=CC=3OC)[S:14]([C:17]3[CH:22]=[CH:21][N:20]=[CH:19][CH:18]=3)(=[O:16])=[O:15])=[CH:10][CH:9]=2)[CH2:7][CH2:6]1)[CH2:2][CH2:3][CH3:4].FC(F)(F)C(O)=O. The catalyst is C(Cl)Cl. The product is [CH2:1]([C:5]1([C:8]2[CH:35]=[CH:34][C:11]([CH2:12][NH:13][S:14]([C:17]3[CH:18]=[CH:19][N:20]=[CH:21][CH:22]=3)(=[O:16])=[O:15])=[CH:10][CH:9]=2)[CH2:7][CH2:6]1)[CH2:2][CH2:3][CH3:4]. The yield is 0.640. (6) The reactants are [F:8][C:7]([F:10])([F:9])[C:6](O[C:6](=[O:11])[C:7]([F:10])([F:9])[F:8])=[O:11].[NH2:14][C:15]1[CH:20]=[CH:19][C:18]([CH2:21][CH2:22][CH2:23][C:24]([OH:26])=[O:25])=[CH:17][CH:16]=1. The catalyst is C(Cl)(Cl)Cl. The product is [F:10][C:7]([F:8])([F:9])[C:6]([NH:14][C:15]1[CH:16]=[CH:17][C:18]([CH2:21][CH2:22][CH2:23][C:24]([OH:26])=[O:25])=[CH:19][CH:20]=1)=[O:11]. The yield is 0.690. (7) The reactants are [Si]([O:8][CH:9]1[CH2:14][CH2:13][CH:12]([N:15]2[CH:19]=[CH:18][C:17]([C:20]([F:23])([F:22])[F:21])=[N:16]2)[CH2:11][CH2:10]1)(C(C)(C)C)(C)C.CCCC[N+](CCCC)(CCCC)CCCC.[F-]. The catalyst is C(Cl)Cl. The product is [F:23][C:20]([F:21])([F:22])[C:17]1[CH:18]=[CH:19][N:15]([CH:12]2[CH2:11][CH2:10][CH:9]([OH:8])[CH2:14][CH2:13]2)[N:16]=1. The yield is 0.710. (8) The reactants are [NH2:1][C:2]1[N:6]=[CH:5][N:4]([C:7]2[CH:14]=[CH:13][C:12](/[CH:15]=[CH:16]/[CH:17]([C:22]3[CH:27]=[C:26]([Cl:28])[C:25]([Cl:29])=[C:24]([Cl:30])[CH:23]=3)[C:18]([F:21])([F:20])[F:19])=[CH:11][C:8]=2[C:9]#[N:10])[N:3]=1.[CH:31]1([C:34](Cl)=[O:35])[CH2:33][CH2:32]1. The catalyst is C(Cl)Cl. The product is [C:9]([C:8]1[CH:11]=[C:12](/[CH:15]=[CH:16]/[CH:17]([C:22]2[CH:23]=[C:24]([Cl:30])[C:25]([Cl:29])=[C:26]([Cl:28])[CH:27]=2)[C:18]([F:19])([F:20])[F:21])[CH:13]=[CH:14][C:7]=1[N:4]1[CH:5]=[N:6][C:2]([N:1]([C:34]([CH:31]2[CH2:33][CH2:32]2)=[O:35])[C:34]([CH:31]2[CH2:33][CH2:32]2)=[O:35])=[N:3]1)#[N:10]. The yield is 0.790. (9) The reactants are Cl.O1CCOCC1.C(OC([NH:15][C:16]1[CH:41]=[CH:40][C:19]([CH2:20][NH:21][C:22]2[C:32]3[CH2:31][CH2:30][N:29]([C:33](=[O:38])[C:34]([F:37])([F:36])[F:35])[CH2:28][CH2:27][C:26]=3[CH:25]=[CH:24][C:23]=2[Cl:39])=[CH:18][CH:17]=1)=O)(C)(C)C.C(OCC)C. The catalyst is O1CCOCC1.C(Cl)Cl. The product is [ClH:39].[NH2:15][C:16]1[CH:17]=[CH:18][C:19]([CH2:20][NH:21][C:22]2[C:32]3[CH2:31][CH2:30][N:29]([C:33](=[O:38])[C:34]([F:37])([F:35])[F:36])[CH2:28][CH2:27][C:26]=3[CH:25]=[CH:24][C:23]=2[Cl:39])=[CH:40][CH:41]=1. The yield is 1.00.